From a dataset of Forward reaction prediction with 1.9M reactions from USPTO patents (1976-2016). Predict the product of the given reaction. (1) Given the reactants [NH2:1][CH2:2][C:3]1[CH:8]=[CH:7][C:6]([C:9]2[NH:26][C:12]3[N:13]=[CH:14][N:15]=[C:16]([NH:17][C@@H:18]([C:20]4[CH:25]=[CH:24][CH:23]=[CH:22][CH:21]=4)[CH3:19])[C:11]=3[CH:10]=2)=[CH:5][CH:4]=1.C([N:29]([CH2:32][CH3:33])[CH2:30][CH3:31])C.Cl[CH2:35][C:36](Cl)=[O:37].[CH2:39]1COCC1, predict the reaction product. The product is: [C:20]1([C@H:18]([NH:17][C:16]2[C:11]3[CH:10]=[C:9]([C:6]4[CH:7]=[CH:8][C:3]([CH2:2][NH:1][C:36](=[O:37])[CH2:35][N:29]5[CH2:30][CH2:31][CH2:39][CH2:33][CH2:32]5)=[CH:4][CH:5]=4)[NH:26][C:12]=3[N:13]=[CH:14][N:15]=2)[CH3:19])[CH:25]=[CH:24][CH:23]=[CH:22][CH:21]=1. (2) Given the reactants [N:1]1[CH:6]=[CH:5][CH:4]=[C:3]([CH2:7][NH:8][C:9]([C:11]2[N:20]3[C:14]([CH2:15][N:16]([C:25]([C:27]4[CH:32]=[CH:31][C:30]([C:33]5[CH:38]=[CH:37][CH:36]=[CH:35][C:34]=5[CH2:39][C:40](O)=[O:41])=[CH:29][CH:28]=4)=[O:26])[C:17]4[CH:24]=[CH:23][CH:22]=[CH:21][C:18]=4[CH2:19]3)=[CH:13][CH:12]=2)=[O:10])[CH:2]=1.CNC.[NH3:46], predict the reaction product. The product is: [NH2:46][C:40](=[O:41])[CH2:39][C:34]1[CH:35]=[CH:36][CH:37]=[CH:38][C:33]=1[C:30]1[CH:31]=[CH:32][C:27]([C:25]([N:16]2[C:17]3[CH:24]=[CH:23][CH:22]=[CH:21][C:18]=3[CH2:19][N:20]3[C:11]([C:9]([NH:8][CH2:7][C:3]4[CH:2]=[N:1][CH:6]=[CH:5][CH:4]=4)=[O:10])=[CH:12][CH:13]=[C:14]3[CH2:15]2)=[O:26])=[CH:28][CH:29]=1.